From a dataset of Reaction yield outcomes from USPTO patents with 853,638 reactions. Predict the reaction yield, written as a fraction of the theoretical maximum amount of product (1.0 means a 100% yield; for example, 0.34 means a 34% yield). (1) The reactants are [C:1]([C:3]([C:6]1[CH:7]=[C:8]([CH:13]=[CH:14][CH:15]=1)[C:9]([O:11]C)=[O:10])([CH3:5])[CH3:4])#[N:2].[OH-].[Li+].CO.O. The catalyst is O1CCCC1. The product is [C:1]([C:3]([C:6]1[CH:7]=[C:8]([CH:13]=[CH:14][CH:15]=1)[C:9]([OH:11])=[O:10])([CH3:5])[CH3:4])#[N:2]. The yield is 0.980. (2) The reactants are [CH3:1][O:2][C:3](=[O:21])[CH:4]([C:11]1[CH:16]=[CH:15][C:14](Cl)=[C:13]([N+:18]([O-:20])=[O:19])[CH:12]=1)[CH2:5][CH:6]1[CH2:10][CH2:9][CH2:8][CH2:7]1.[CH3:22][S:23]([O-:25])=[O:24].[Na+].C(OCC)(=O)C.O. The catalyst is CS(C)=O. The product is [CH3:1][O:2][C:3](=[O:21])[CH:4]([C:11]1[CH:16]=[CH:15][C:14]([S:23]([CH3:22])(=[O:25])=[O:24])=[C:13]([N+:18]([O-:20])=[O:19])[CH:12]=1)[CH2:5][CH:6]1[CH2:10][CH2:9][CH2:8][CH2:7]1. The yield is 0.840. (3) The reactants are [CH3:1][C:2]([S:5]([NH2:7])=[O:6])([CH3:4])[CH3:3].[Br:8][C:9]1[CH:17]=[C:16]2[C:12]([CH2:13][C:14]3([CH2:23][CH2:22][CH:21]([C:24]([F:27])([F:26])[F:25])[CH2:20][CH2:19]3)[C:15]2=O)=[CH:11][CH:10]=1. The catalyst is [O-]CC.[Ti+4].[O-]CC.[O-]CC.[O-]CC. The product is [Br:8][C:9]1[CH:17]=[C:16]2[C:12](=[CH:11][CH:10]=1)[CH2:13][C:14]1([CH2:19][CH2:20][CH:21]([C:24]([F:25])([F:26])[F:27])[CH2:22][CH2:23]1)[C:15]2=[N:7][S:5]([C:2]([CH3:4])([CH3:3])[CH3:1])=[O:6]. The yield is 0.180. (4) The reactants are F[C:2]1[CH:9]=[CH:8][C:5]([C:6]#[N:7])=[CH:4][C:3]=1[N+:10]([O-:12])=[O:11].[NH2:13][C:14]1[CH:23]=[CH:22][C:17]([C:18]([O:20][CH3:21])=[O:19])=[CH:16][CH:15]=1.CC(C)([O-])C.[K+]. The catalyst is CS(C)=O. The product is [C:6]([C:5]1[CH:8]=[CH:9][C:2]([NH:13][C:14]2[CH:15]=[CH:16][C:17]([C:18]([O:20][CH3:21])=[O:19])=[CH:22][CH:23]=2)=[C:3]([N+:10]([O-:12])=[O:11])[CH:4]=1)#[N:7]. The yield is 0.680. (5) The reactants are [CH:1]1[C:6]([CH:7]=O)=[CH:5][C:4]2[O:9][CH2:10][O:11][C:3]=2[CH:2]=1.Br.[Br:13][CH2:14][CH2:15][CH2:16][NH2:17].C(N(CC)CC)C.C(O)(=O)C.C([O-])([O-])=O.[K+].[K+].[Cl-].[Na+]. The catalyst is O.C(O)(C)C. The product is [O:11]1[C:3]2[CH:2]=[CH:1][C:6]([CH2:7][NH:17][CH2:16][CH2:15][CH2:14][Br:13])=[CH:5][C:4]=2[O:9][CH2:10]1. The yield is 0.690. (6) The reactants are Cl[C:2]1[C:11]2[C:6](=[CH:7][C:8]([O:14][CH3:15])=[C:9]([O:12][CH3:13])[CH:10]=2)[N:5]=[CH:4][CH:3]=1.[OH:16][C:17]1[C:22]([OH:23])=[CH:21][CH:20]=[CH:19][N:18]=1. The catalyst is CN(C)C1C=CN=CC=1.ClC1C=CC=CC=1Cl. The product is [CH3:13][O:12][C:9]1[CH:10]=[C:11]2[C:6](=[CH:7][C:8]=1[O:14][CH3:15])[N:5]=[CH:4][CH:3]=[C:2]2[O:23][C:22]1[C:17]([OH:16])=[N:18][CH:19]=[CH:20][CH:21]=1. The yield is 0.250. (7) The yield is 0.150. The catalyst is C(O)=O. The product is [CH:25]([NH:1][C:2]1[CH:24]=[CH:23][C:5]2[N:6]([C:17]3[CH:22]=[CH:21][CH:20]=[CH:19][N:18]=3)[C:7](/[CH:9]=[CH:10]/[C:11]3[CH:16]=[CH:15][CH:14]=[CH:13][CH:12]=3)=[N:8][C:4]=2[CH:3]=1)=[O:27]. The reactants are [NH2:1][C:2]1[CH:24]=[CH:23][C:5]2[N:6]([C:17]3[CH:22]=[CH:21][CH:20]=[CH:19][N:18]=3)[C:7](/[CH:9]=[CH:10]/[C:11]3[CH:16]=[CH:15][CH:14]=[CH:13][CH:12]=3)=[N:8][C:4]=2[CH:3]=1.[C:25](OC(=O)C)(=[O:27])C.